Dataset: Forward reaction prediction with 1.9M reactions from USPTO patents (1976-2016). Task: Predict the product of the given reaction. (1) Given the reactants Br[C@@H:2]1[CH2:7][C@H:6]2[C@H:8]3[C@H:17]([CH2:18][CH2:19][C@:4]2([CH3:5])[CH2:3]1)[C:16]1[CH:15]=[CH:14][C:13]([O:20][CH3:21])=[CH:12][C:11]=1[CH2:10][CH2:9]3.[N-:22]=[N+:23]=[N-:24].[Li+].O, predict the reaction product. The product is: [N:22]([C@H:2]1[CH2:7][C@H:6]2[C@H:8]3[C@H:17]([CH2:18][CH2:19][C@:4]2([CH3:5])[CH2:3]1)[C:16]1[CH:15]=[CH:14][C:13]([O:20][CH3:21])=[CH:12][C:11]=1[CH2:10][CH2:9]3)=[N+:23]=[N-:24]. (2) Given the reactants [NH2:1][CH:2]([C:15]1[CH:20]=[CH:19][N:18]=[C:17]([F:21])[CH:16]=1)[CH:3]([C:5]1[CH:10]=[CH:9][CH:8]=[C:7]([C:11]([F:14])([F:13])[F:12])[CH:6]=1)[OH:4].[C:22]1(=O)[CH2:26][CH2:25][CH2:24][CH2:23]1.[BH-](OC(C)=O)(OC(C)=O)OC(C)=O.[Na+].C([O-])(O)=O.[Na+], predict the reaction product. The product is: [F:21][C:17]1[CH:16]=[C:15]([CH:2]([NH:1][CH:22]2[CH2:26][CH2:25][CH2:24][CH2:23]2)[CH:3]([C:5]2[CH:10]=[CH:9][CH:8]=[C:7]([C:11]([F:12])([F:13])[F:14])[CH:6]=2)[OH:4])[CH:20]=[CH:19][N:18]=1. (3) The product is: [F:1][C:2]1[CH:3]=[CH:4][C:5]([CH2:6][S:7][C:8]2[N:13]([CH2:14][C:15]3[N:19]([CH2:20][C:21]4[CH:26]=[CH:25][C:24]([C:27]5[CH:32]=[CH:31][C:30]([C:33]([F:36])([F:35])[F:34])=[CH:29][CH:28]=5)=[CH:23][CH:22]=4)[C:18]([CH:37]=[O:38])=[N:17][N:16]=3)[C:12]3[CH2:39][CH2:40][CH2:41][C:11]=3[C:10](=[O:42])[N:9]=2)=[CH:43][CH:44]=1. Given the reactants [F:1][C:2]1[CH:44]=[CH:43][C:5]([CH2:6][S:7][C:8]2[N:13]([CH2:14][C:15]3[N:19]([CH2:20][C:21]4[CH:26]=[CH:25][C:24]([C:27]5[CH:32]=[CH:31][C:30]([C:33]([F:36])([F:35])[F:34])=[CH:29][CH:28]=5)=[CH:23][CH:22]=4)[C:18]([CH2:37][OH:38])=[N:17][N:16]=3)[C:12]3[CH2:39][CH2:40][CH2:41][C:11]=3[C:10](=[O:42])[N:9]=2)=[CH:4][CH:3]=1, predict the reaction product. (4) Given the reactants [Cl:1]NC(=O)CCC(N)=O.[CH3:10][O:11][C:12]1[CH:17]=[CH:16][C:15]([CH:18]([CH:22]([C:27]2[CH:44]=[CH:43][C:30]([C:31]([NH:33][CH2:34][CH2:35][C:36]([O:38][C:39]([CH3:42])([CH3:41])[CH3:40])=[O:37])=[O:32])=[CH:29][CH:28]=2)[CH2:23][CH2:24][CH2:25][CH3:26])[CH2:19][CH:20]=[O:21])=[CH:14][CH:13]=1, predict the reaction product. The product is: [Cl:1][C:17]1[CH:16]=[C:15]([CH:18]([CH:22]([C:27]2[CH:28]=[CH:29][C:30]([C:31]([NH:33][CH2:34][CH2:35][C:36]([O:38][C:39]([CH3:42])([CH3:41])[CH3:40])=[O:37])=[O:32])=[CH:43][CH:44]=2)[CH2:23][CH2:24][CH2:25][CH3:26])[CH2:19][CH:20]=[O:21])[CH:14]=[CH:13][C:12]=1[O:11][CH3:10].